Dataset: Reaction yield outcomes from USPTO patents with 853,638 reactions. Task: Predict the reaction yield, written as a fraction of the theoretical maximum amount of product (1.0 means a 100% yield; for example, 0.34 means a 34% yield). (1) The catalyst is ClCCl. The yield is 0.650. The product is [ClH:35].[CH2:1]([C:3]1[CH:8]=[CH:7][C:6]2[NH:9][C:36](=[O:38])[N:10]([CH:11]3[CH2:16][CH2:15][N:14]([C@H:17]4[CH2:22][CH2:21][C@H:20]([O:23][CH2:24][CH3:25])[CH2:19][CH2:18]4)[CH2:13][CH2:12]3)[C:5]=2[CH:4]=1)[CH3:2]. The reactants are [CH2:1]([C:3]1[CH:4]=[C:5]([NH:10][CH:11]2[CH2:16][CH2:15][N:14]([C@H:17]3[CH2:22][CH2:21][C@H:20]([O:23][CH2:24][CH3:25])[CH2:19][CH2:18]3)[CH2:13][CH2:12]2)[C:6]([NH2:9])=[CH:7][CH:8]=1)[CH3:2].C(N(C(C)C)CC)(C)C.[Cl:35][C:36](Cl)([O:38]C(=O)OC(Cl)(Cl)Cl)Cl.Cl.CCOCC. (2) The reactants are [C:1]([O:5][C:6](=[O:16])[NH:7][C@H:8]1[CH2:13][CH2:12][C@H:11]([CH2:14][OH:15])[CH2:10][CH2:9]1)([CH3:4])([CH3:3])[CH3:2].C(N(C(C)C)CC)(C)C. The catalyst is C(Cl)Cl.CS(C)=O.C(OCC)C.Cl. The product is [C:1]([O:5][C:6](=[O:16])[NH:7][C@H:8]1[CH2:9][CH2:10][C@H:11]([CH:14]=[O:15])[CH2:12][CH2:13]1)([CH3:4])([CH3:2])[CH3:3]. The yield is 0.940. (3) The reactants are [CH2:1]([OH:8])[C:2]1[CH:7]=[CH:6][CH:5]=[CH:4][CH:3]=1.Cl[S:10]([N:13]=[C:14]=[O:15])(=[O:12])=[O:11].N1C=CC=CC=1.[NH:22]1[CH2:27][CH2:26][O:25][CH2:24][CH2:23]1. The catalyst is C(#N)C.O. The product is [N:22]1([S:10]([NH:13][C:14](=[O:15])[O:8][CH2:1][C:2]2[CH:7]=[CH:6][CH:5]=[CH:4][CH:3]=2)(=[O:12])=[O:11])[CH2:27][CH2:26][O:25][CH2:24][CH2:23]1. The yield is 0.990. (4) The reactants are I[CH2:2][CH2:3][N:4]1[C:12]2[C:7](=[N:8][C:9]([O:15][CH3:16])=[C:10]([O:13][CH3:14])[CH:11]=2)[C:6]([C:17]2[N:25]([S:26]([C:29]3[CH:34]=[CH:33][C:32]([CH3:35])=[CH:31][CH:30]=3)(=[O:28])=[O:27])[C:20]3=[N:21][CH:22]=[CH:23][CH:24]=[C:19]3[CH:18]=2)=[CH:5]1.[NH:36]1[CH2:41][CH2:40][O:39][CH2:38][CH2:37]1.C([O-])([O-])=O.[K+].[K+]. The catalyst is CC#N. The product is [CH3:16][O:15][C:9]1[N:8]=[C:7]2[C:6]([C:17]3[N:25]([S:26]([C:29]4[CH:30]=[CH:31][C:32]([CH3:35])=[CH:33][CH:34]=4)(=[O:28])=[O:27])[C:20]4=[N:21][CH:22]=[CH:23][CH:24]=[C:19]4[CH:18]=3)=[CH:5][N:4]([CH2:3][CH2:2][N:36]3[CH2:41][CH2:40][O:39][CH2:38][CH2:37]3)[C:12]2=[CH:11][C:10]=1[O:13][CH3:14]. The yield is 0.990. (5) The reactants are CC([N:5]([CH2:9][CH:10]([N:17]1C(=O)C2C(=CC=CC=2)C1=O)[C:11]1[CH:16]=[CH:15][CH:14]=[CH:13][CH:12]=1)[C:6](=[O:8])[O-:7])(C)C.CN.NN. The catalyst is CO. The product is [NH2:17][CH:10]([C:11]1[CH:12]=[CH:13][CH:14]=[CH:15][CH:16]=1)[CH2:9][NH:5][C:6](=[O:8])[O:7][C:11]([CH3:16])([CH3:12])[CH3:10]. The yield is 0.850. (6) The reactants are FC(F)(F)[C:3]1[CH:4]=[C:5]([NH:9][C:10](=[O:28])[NH:11][C:12]2[CH:17]=[CH:16][C:15]([C:18]3[S:22][C:21]([CH2:23][CH2:24][C:25]([OH:27])=[O:26])=[N:20][CH:19]=3)=[CH:14][CH:13]=2)[CH:6]=[CH:7][CH:8]=1.C1(NC(=O)NC2C=CC(C3SC(CCC(OC)=O)=NC=3)=CC=2)CCCCC1. No catalyst specified. The product is [CH:5]1([NH:9][C:10](=[O:28])[NH:11][C:12]2[CH:13]=[CH:14][C:15]([C:18]3[S:22][C:21]([CH2:23][CH2:24][C:25]([OH:27])=[O:26])=[N:20][CH:19]=3)=[CH:16][CH:17]=2)[CH2:4][CH2:3][CH2:8][CH2:7][CH2:6]1. The yield is 0.510. (7) The reactants are [CH:1](=[O:10])[C:2]1[CH:7]=[CH:6][CH:5]=[C:4]([O:8][CH3:9])[CH:3]=1.[Br:11]N1C(=O)CCC1=O.O. The catalyst is CN(C=O)C. The product is [Br:11][C:7]1[CH:6]=[CH:5][C:4]([O:8][CH3:9])=[CH:3][C:2]=1[CH:1]=[O:10]. The yield is 0.870. (8) The reactants are [O:1]1[CH:5]=[CH:4][CH:3]=[C:2]1[C:6]([N:8]1[C:17]2[C:12](=[CH:13][CH:14]=[C:15]([C:18]3[CH:23]=[CH:22][C:21]([S:24]([CH3:27])(=[O:26])=[O:25])=[CH:20][CH:19]=3)[CH:16]=2)[NH:11][C@@H:10]([CH3:28])[CH2:9]1)=[O:7].C(N(CC)C(C)C)(C)C.[CH3:38][S:39](O[S:39]([CH3:38])(=[O:41])=[O:40])(=[O:41])=[O:40].C(Cl)(=O)C1C=CC=CC=1. The catalyst is CN(C)C1C=CN=CC=1.C(OCC)(=O)C. The product is [O:1]1[CH:5]=[CH:4][CH:3]=[C:2]1[C:6]([N:8]1[C:17]2[C:12](=[CH:13][CH:14]=[C:15]([C:18]3[CH:23]=[CH:22][C:21]([S:24]([CH3:27])(=[O:25])=[O:26])=[CH:20][CH:19]=3)[CH:16]=2)[N:11]([S:39]([CH3:38])(=[O:41])=[O:40])[C@@H:10]([CH3:28])[CH2:9]1)=[O:7]. The yield is 0.0500. (9) The yield is 0.937. The product is [F:19][C:20]1[CH:27]=[CH:26][C:23]([CH2:24][N:6]2[C:5](=[O:18])[C:4]([C:1](=[O:3])[CH3:2])=[CH:9][N:8]([CH2:10][C:11]3[CH:16]=[CH:15][CH:14]=[CH:13][CH:12]=3)[C:7]2=[O:17])=[CH:22][CH:21]=1. The reactants are [C:1]([C:4]1[C:5](=[O:18])[NH:6][C:7](=[O:17])[N:8]([CH2:10][C:11]2[CH:16]=[CH:15][CH:14]=[CH:13][CH:12]=2)[CH:9]=1)(=[O:3])[CH3:2].[F:19][C:20]1[CH:27]=[CH:26][C:23]([CH2:24]Br)=[CH:22][CH:21]=1.C(=O)([O-])[O-].[K+].[K+]. The catalyst is CN(C=O)C.